From a dataset of Reaction yield outcomes from USPTO patents with 853,638 reactions. Predict the reaction yield, written as a fraction of the theoretical maximum amount of product (1.0 means a 100% yield; for example, 0.34 means a 34% yield). (1) The reactants are [CH2:1]([C:8]1[CH:20]=[CH:19][C:11]([O:12][CH2:13][C@@H:14]2[CH2:18][CH2:17][CH2:16][NH:15]2)=[CH:10][CH:9]=1)[C:2]1[CH:7]=[CH:6][CH:5]=[CH:4][CH:3]=1.CN(C=O)C.[C:26]([O:30][C:31](=[O:34])[CH2:32]Br)([CH3:29])([CH3:28])[CH3:27].C(=O)([O-])[O-].[K+].[K+]. The catalyst is O. The product is [C:26]([O:30][C:31](=[O:34])[CH2:32][N:15]1[CH2:16][CH2:17][CH2:18][C@H:14]1[CH2:13][O:12][C:11]1[CH:19]=[CH:20][C:8]([CH2:1][C:2]2[CH:3]=[CH:4][CH:5]=[CH:6][CH:7]=2)=[CH:9][CH:10]=1)([CH3:29])([CH3:28])[CH3:27]. The yield is 0.640. (2) The yield is 1.00. The reactants are [Br:1][C:2]1[CH:7]=[CH:6][CH:5]=[CH:4][C:3]=1[S:8](Cl)(=[O:10])=[O:9].[NH:12]1[CH2:17][CH2:16][CH:15]([NH:18][C:19](=[O:25])[O:20][C:21]([CH3:24])([CH3:23])[CH3:22])[CH2:14][CH2:13]1.C(N(C(C)C)CC)(C)C. The catalyst is C(Cl)Cl. The product is [Br:1][C:2]1[CH:7]=[CH:6][CH:5]=[CH:4][C:3]=1[S:8]([N:12]1[CH2:13][CH2:14][CH:15]([NH:18][C:19](=[O:25])[O:20][C:21]([CH3:23])([CH3:22])[CH3:24])[CH2:16][CH2:17]1)(=[O:10])=[O:9].